Dataset: Peptide-MHC class I binding affinity with 185,985 pairs from IEDB/IMGT. Task: Regression. Given a peptide amino acid sequence and an MHC pseudo amino acid sequence, predict their binding affinity value. This is MHC class I binding data. (1) The MHC is HLA-A30:01 with pseudo-sequence HLA-A30:01. The binding affinity (normalized) is 0.405. The peptide sequence is CTLPPLRFK. (2) The peptide sequence is VTRKCPQKK. The MHC is HLA-A33:01 with pseudo-sequence HLA-A33:01. The binding affinity (normalized) is 0.130. (3) The peptide sequence is GQAARDKHL. The MHC is HLA-B48:01 with pseudo-sequence HLA-B48:01. The binding affinity (normalized) is 0.0847. (4) The MHC is HLA-A23:01 with pseudo-sequence HLA-A23:01. The peptide sequence is TQGRQTYDW. The binding affinity (normalized) is 0.278. (5) The peptide sequence is TSSDTYACW. The MHC is HLA-A69:01 with pseudo-sequence HLA-A69:01. The binding affinity (normalized) is 0.0847. (6) The peptide sequence is ALLFLMSFTI. The MHC is HLA-A02:02 with pseudo-sequence HLA-A02:02. The binding affinity (normalized) is 1.00. (7) The peptide sequence is MPYETLVGL. The MHC is HLA-B51:01 with pseudo-sequence HLA-B51:01. The binding affinity (normalized) is 0.389. (8) The peptide sequence is KSWLVHWSL. The MHC is HLA-A26:01 with pseudo-sequence HLA-A26:01. The binding affinity (normalized) is 0.0847. (9) The peptide sequence is KDGTLFYCY. The MHC is HLA-A02:19 with pseudo-sequence HLA-A02:19. The binding affinity (normalized) is 0.0847. (10) The peptide sequence is CKTILKALG. The MHC is HLA-B58:01 with pseudo-sequence HLA-B58:01. The binding affinity (normalized) is 0.